From a dataset of Full USPTO retrosynthesis dataset with 1.9M reactions from patents (1976-2016). Predict the reactants needed to synthesize the given product. (1) Given the product [Br:1][C:2]1[CH:7]=[CH:6][C:5]([CH2:8][O:9][C:43]2[CH:42]=[CH:41][C:40]([C@@H:34]([C:35]3[CH:39]=[CH:38][O:37][N:36]=3)[CH2:33][C:32]([N:27]3[C@@H:26]([CH2:19][C:20]4[CH:21]=[CH:22][CH:23]=[CH:24][CH:25]=4)[CH2:30][O:29][C:28]3=[O:31])=[O:47])=[CH:45][CH:44]=2)=[CH:4][C:3]=1[O:10][C:11]([F:13])([F:12])[F:14], predict the reactants needed to synthesize it. The reactants are: [Br:1][C:2]1[CH:7]=[CH:6][C:5]([CH2:8][OH:9])=[CH:4][C:3]=1[O:10][C:11]([F:14])([F:13])[F:12].S(Br)(Br)=O.[CH2:19]([C@H:26]1[CH2:30][O:29][C:28](=[O:31])[N:27]1[C:32](=[O:47])[CH2:33][C@@H:34]([C:40]1[CH:45]=[CH:44][C:43](O)=[CH:42][CH:41]=1)[C:35]1[CH:39]=[CH:38][O:37][N:36]=1)[C:20]1[CH:25]=[CH:24][CH:23]=[CH:22][CH:21]=1.C([O-])([O-])=O.[Cs+].[Cs+]. (2) Given the product [C:37]([NH:28][NH:29][C:11]1[C@H:10]([CH2:22][C:23]([O:25][CH3:26])=[O:24])[N:9]=[C:8]([C:5]2[CH:6]=[CH:7][C:2]([Cl:1])=[CH:3][CH:4]=2)[C:14]2[CH:15]=[C:16]([O:19][CH3:20])[CH:17]=[CH:18][C:13]=2[N:12]=1)(=[O:39])[CH3:38], predict the reactants needed to synthesize it. The reactants are: [Cl:1][C:2]1[CH:7]=[CH:6][C:5]([C:8]2[C:14]3[CH:15]=[C:16]([O:19][CH3:20])[CH:17]=[CH:18][C:13]=3[NH:12][C:11](=S)[C@H:10]([CH2:22][C:23]([O:25][CH3:26])=[O:24])[N:9]=2)=[CH:4][CH:3]=1.O.[NH2:28][NH2:29].CCN(CC)CC.[C:37](Cl)(=[O:39])[CH3:38]. (3) Given the product [NH:1]([S:8]([CH2:11][CH2:12][CH2:13][CH2:14][CH2:15][C:16]([NH:22][OH:23])=[O:18])(=[O:10])=[O:9])[C:2]1[CH:7]=[CH:6][CH:5]=[CH:4][CH:3]=1, predict the reactants needed to synthesize it. The reactants are: [NH:1]([S:8]([CH2:11][CH2:12][CH2:13][CH2:14][CH2:15][C:16]([O:18]CC)=O)(=[O:10])=[O:9])[C:2]1[CH:7]=[CH:6][CH:5]=[CH:4][CH:3]=1.Cl.[NH2:22][OH:23].C[O-].[Na+]. (4) Given the product [Br:1][C:2]1[CH:3]=[C:4]2[C:8](=[CH:9][CH:10]=1)[N:7]([C:25](=[O:26])[CH2:24][C:18]1[CH:23]=[CH:22][CH:21]=[CH:20][CH:19]=1)[CH2:6][CH2:5]2, predict the reactants needed to synthesize it. The reactants are: [Br:1][C:2]1[CH:3]=[C:4]2[C:8](=[CH:9][CH:10]=1)[NH:7][CH2:6][CH2:5]2.C(N(CC)CC)C.[C:18]1([CH2:24][C:25](Cl)=[O:26])[CH:23]=[CH:22][CH:21]=[CH:20][CH:19]=1.O. (5) The reactants are: [Cl:1][C:2]1[N:7]=[C:6](Cl)[CH:5]=[CH:4][N:3]=1.[F:9][C:10]1[CH:15]=[C:14](B(O)O)[CH:13]=[C:12]([F:19])[N:11]=1.C([O-])([O-])=O.[Cs+].[Cs+]. Given the product [Cl:1][C:2]1[N:7]=[C:6]([C:14]2[CH:13]=[C:12]([F:19])[N:11]=[C:10]([F:9])[CH:15]=2)[CH:5]=[CH:4][N:3]=1, predict the reactants needed to synthesize it. (6) Given the product [CH3:29][C:25]1[N:24]([CH2:23][CH:19]2[C:18](=[O:5])[C:17]3[C:16]4[CH:15]=[CH:14][CH:13]=[CH:12][C:11]=4[N:10]([CH3:9])[C:22]=3[CH2:21][CH2:20]2)[CH:28]=[CH:27][N:26]=1, predict the reactants needed to synthesize it. The reactants are: C(O)(=O)/C=C\C(O)=[O:5].[CH3:9][N:10]1[C:22]2[CH2:21][CH2:20][CH:19]([CH2:23][N:24]3[CH:28]=[CH:27][N:26]=[C:25]3[CH3:29])[CH2:18][C:17]=2[C:16]2[C:11]1=[CH:12][CH:13]=[CH:14][CH:15]=2.ClC1C(=O)C(C#N)=C(C#N)C(=O)C=1Cl. (7) The reactants are: [F:1][C:2]1[CH:10]=[CH:9][C:5]([C:6](O)=[O:7])=[C:4]([OH:11])[CH:3]=1.S(Cl)([Cl:14])=O.CN(C)C=O. Given the product [F:1][C:2]1[CH:10]=[CH:9][C:5]([C:6]([Cl:14])=[O:7])=[C:4]([OH:11])[CH:3]=1, predict the reactants needed to synthesize it. (8) Given the product [ClH:1].[ClH:36].[Cl:1][C:2]1[CH:3]=[CH:4][C:5]2[N:11]=[C:10]([N:12]3[CH2:13][CH2:14][N:15]([CH2:18][C:19]([CH3:24])([CH3:23])[C:20]([OH:22])=[O:21])[CH2:16][CH2:17]3)[C:9]3=[CH:25][C:26]([CH3:28])=[CH:27][N:8]3[CH2:7][C:6]=2[CH:29]=1, predict the reactants needed to synthesize it. The reactants are: [Cl:1][C:2]1[CH:3]=[CH:4][C:5]2[N:11]=[C:10]([N:12]3[CH2:17][CH2:16][N:15]([CH2:18][C:19]([CH3:24])([CH3:23])[C:20]([OH:22])=[O:21])[CH2:14][CH2:13]3)[C:9]3=[CH:25][C:26]([CH3:28])=[CH:27][N:8]3[CH2:7][C:6]=2[CH:29]=1.O1CCOCC1.[ClH:36]. (9) Given the product [CH3:7][C:2]([CH3:1])([CH2:3][OH:4])/[CH:5]=[CH:13]/[C:8]([O:10][CH2:11][CH3:12])=[O:9], predict the reactants needed to synthesize it. The reactants are: [CH3:1][C:2]([CH3:7])([CH2:5]O)[CH:3]=[O:4].[C:8]([CH:13]=P(C1C=CC=CC=1)(C1C=CC=CC=1)C1C=CC=CC=1)([O:10][CH2:11][CH3:12])=[O:9].